From a dataset of Forward reaction prediction with 1.9M reactions from USPTO patents (1976-2016). Predict the product of the given reaction. (1) The product is: [CH2:29]([NH:1][CH2:2][C@@H:3]1[C@@H:7]([F:8])[CH2:6][N:5]([C:9]([O:11][CH2:12][C:13]2[CH:18]=[CH:17][CH:16]=[CH:15][CH:14]=2)=[O:10])[CH2:4]1)[C:30]1[CH:35]=[CH:34][CH:33]=[CH:32][CH:31]=1. Given the reactants [NH2:1][CH2:2][C@@H:3]1[C@@H:7]([F:8])[CH2:6][N:5]([C:9]([O:11][CH2:12][C:13]2[CH:18]=[CH:17][CH:16]=[CH:15][CH:14]=2)=[O:10])[CH2:4]1.NCC1CN(C(O[CH2:29][C:30]2[CH:35]=[CH:34][CH:33]=[CH:32][CH:31]=2)=O)CC=1.C(=O)C1C=CC=CC=1.Cl.[OH-].[Na+], predict the reaction product. (2) Given the reactants [C:1]([C:4]1[CH:5]=[C:6]([CH:20]=[CH:21][CH:22]=1)[CH2:7][CH:8]1[C:15]2[CH:14]=[C:13]([C:16]([O:18]C)=[O:17])[NH:12][C:11]=2[CH2:10][CH2:9]1)(=[O:3])[CH3:2].[OH-].[Li+].CO, predict the reaction product. The product is: [C:1]([C:4]1[CH:5]=[C:6]([CH:20]=[CH:21][CH:22]=1)[CH2:7][CH:8]1[C:15]2[CH:14]=[C:13]([C:16]([OH:18])=[O:17])[NH:12][C:11]=2[CH2:10][CH2:9]1)(=[O:3])[CH3:2]. (3) Given the reactants I[C:2]1[CH:21]=[N:20][C:5]2[NH:6][CH2:7][CH2:8][N:9]([CH2:10][C:11]3[CH:16]=[C:15]([F:17])[C:14]([F:18])=[CH:13][C:12]=3[F:19])[C:4]=2[CH:3]=1.[CH3:22][N:23]1[CH2:28][CH2:27][N:26]([C:29]([C:31]2[CH:36]=[CH:35][C:34](B3OC(C)(C)C(C)(C)O3)=[CH:33][CH:32]=2)=[O:30])[CH2:25][CH2:24]1, predict the reaction product. The product is: [CH3:22][N:23]1[CH2:28][CH2:27][N:26]([C:29]([C:31]2[CH:36]=[CH:35][C:34]([C:2]3[CH:21]=[N:20][C:5]4[NH:6][CH2:7][CH2:8][N:9]([CH2:10][C:11]5[CH:16]=[C:15]([F:17])[C:14]([F:18])=[CH:13][C:12]=5[F:19])[C:4]=4[CH:3]=3)=[CH:33][CH:32]=2)=[O:30])[CH2:25][CH2:24]1. (4) Given the reactants [CH3:1][O:2][C:3](=[O:18])[C:4]1[C:9]([NH:10]C(OC(C)(C)C)=O)=[CH:8][CH:7]=[N:6][CH:5]=1, predict the reaction product. The product is: [CH3:1][O:2][C:3](=[O:18])[C:4]1[C:9]([NH2:10])=[CH:8][CH:7]=[N:6][CH:5]=1. (5) Given the reactants [CH3:1][N:2]([CH3:33])[CH2:3][CH2:4][O:5][C:6]1[CH:11]=[CH:10][C:9]([CH2:12][CH2:13][CH2:14][N:15]([C:22]2[CH:27]=[C:26]([CH3:28])[C:25]([CH3:29])=[CH:24][C:23]=2[N+:30]([O-:32])=[O:31])C(=O)C(F)(F)F)=[CH:8][CH:7]=1.C([O-])([O-])=O.[K+].[K+], predict the reaction product. The product is: [CH3:33][N:2]([CH3:1])[CH2:3][CH2:4][O:5][C:6]1[CH:11]=[CH:10][C:9]([CH2:12][CH2:13][CH2:14][NH:15][C:22]2[CH:27]=[C:26]([CH3:28])[C:25]([CH3:29])=[CH:24][C:23]=2[N+:30]([O-:32])=[O:31])=[CH:8][CH:7]=1. (6) Given the reactants CS(C)=O.C(Cl)(=O)C(Cl)=O.[OH:11][CH2:12][C@@H:13]([NH:15][C:16](=[O:25])[O:17][CH2:18][C:19]1[CH:24]=[CH:23][CH:22]=[CH:21][CH:20]=1)[CH3:14].C(N(CC)CC)C, predict the reaction product. The product is: [CH3:14][C@H:13]([NH:15][C:16](=[O:25])[O:17][CH2:18][C:19]1[CH:24]=[CH:23][CH:22]=[CH:21][CH:20]=1)[CH:12]=[O:11]. (7) Given the reactants O=C1C2C(=CC=CC=2)C(=O)[N:3]1[O:12][CH2:13][CH2:14][N:15]1[CH:19]=[C:18]([CH2:20][NH:21]C(=O)OC(C)(C)C)[N:17]=[N:16]1.[ClH:29], predict the reaction product. The product is: [ClH:29].[ClH:29].[NH2:3][O:12][CH2:13][CH2:14][N:15]1[CH:19]=[C:18]([CH2:20][NH2:21])[N:17]=[N:16]1.